This data is from Forward reaction prediction with 1.9M reactions from USPTO patents (1976-2016). The task is: Predict the product of the given reaction. (1) Given the reactants Cl[C:2]1[C:3](=[O:15])[N:4](C2CCCCO2)[N:5]=[CH:6][C:7]=1Cl.[CH:16]1[C:25]2[CH:24]=[CH:23][CH:22]=[C:21]([OH:26])[C:20]=2[CH:19]=[CH:18][N:17]=1.C[O:28][C:29](=[O:38])[CH:30](Br)[CH2:31][CH:32]1[CH2:36][CH2:35][CH2:34][CH2:33]1, predict the reaction product. The product is: [CH:32]1([CH2:31][CH:30]([N:4]2[C:3](=[O:15])[CH:2]=[C:7]([O:26][C:21]3[CH:22]=[CH:23][CH:24]=[C:25]4[C:20]=3[CH:19]=[CH:18][N:17]=[CH:16]4)[CH:6]=[N:5]2)[C:29]([OH:28])=[O:38])[CH2:36][CH2:35][CH2:34][CH2:33]1. (2) The product is: [CH3:1][C:2]1[CH:7]=[CH:6][N:5]=[C:4]([N:8]2[CH2:9][CH2:10][N:11]([CH2:20][C:22]3[CH:23]=[CH:24][C:25]([C:26]([O:28][CH3:29])=[O:27])=[CH:30][CH:31]=3)[CH2:12][CH2:13]2)[C:3]=1[C:14]([O:16][CH:17]([CH3:19])[CH3:18])=[O:15]. Given the reactants [CH3:1][C:2]1[CH:7]=[CH:6][N:5]=[C:4]([N:8]2[CH2:13][CH2:12][NH:11][CH2:10][CH2:9]2)[C:3]=1[C:14]([O:16][CH:17]([CH3:19])[CH3:18])=[O:15].[CH:20]([C:22]1[CH:31]=[CH:30][C:25]([C:26]([O:28][CH3:29])=[O:27])=[CH:24][CH:23]=1)=O.C(O)(=O)C.C([BH3-])#N.[Na+], predict the reaction product. (3) Given the reactants Cl[C:2]1[C:7]([CH2:8][O:9][CH2:10][O:11][CH3:12])=[CH:6][C:5]([F:13])=[CH:4][N:3]=1.[C:14](=O)([O-])[O-].[K+].[K+].CB1OB(C)OB(C)O1, predict the reaction product. The product is: [F:13][C:5]1[CH:6]=[C:7]([CH2:8][O:9][CH2:10][O:11][CH3:12])[C:2]([CH3:14])=[N:3][CH:4]=1. (4) Given the reactants [Br:1]Br.[CH3:3][N:4]1[C:8]([CH3:9])=[CH:7][CH:6]=[C:5]1[C:10]#[N:11].O, predict the reaction product. The product is: [Br:1][C:7]1[CH:6]=[C:5]([C:10]#[N:11])[N:4]([CH3:3])[C:8]=1[CH3:9]. (5) Given the reactants [Br:1][CH2:2][C:3]([C:5]1[CH:10]=[CH:9][C:8]([Cl:11])=[CH:7][CH:6]=1)=[O:4].[C:12]1([CH:18]([N:30]2[CH2:35][CH2:34][CH2:33][CH2:32][CH2:31]2)[C:19]([O:21][C@@H:22]2[CH:27]3[CH2:28][CH2:29][N:24]([CH2:25][CH2:26]3)[CH2:23]2)=[O:20])[CH:17]=[CH:16][CH:15]=[CH:14][CH:13]=1.CCOCC, predict the reaction product. The product is: [Br-:1].[Cl:11][C:8]1[CH:9]=[CH:10][C:5]([C:3](=[O:4])[CH2:2][N+:24]23[CH2:25][CH2:26][CH:27]([CH2:28][CH2:29]2)[C@@H:22]([O:21][C:19](=[O:20])[CH:18]([C:12]2[CH:13]=[CH:14][CH:15]=[CH:16][CH:17]=2)[N:30]2[CH2:31][CH2:32][CH2:33][CH2:34][CH2:35]2)[CH2:23]3)=[CH:6][CH:7]=1. (6) Given the reactants [CH3:1][CH:2]([S:26]([NH2:29])(=[O:28])=[O:27])[CH2:3][CH2:4][CH2:5][CH2:6][N:7]1[C:19]2[C:18]3[CH:17]=[CH:16][C:15](Br)=[CH:14][C:13]=3[N:12]=[C:11]([NH2:21])[C:10]=2[N:9]=[C:8]1[CH2:22][O:23][CH2:24][CH3:25].[N:30]1[CH:35]=[CH:34][CH:33]=[C:32](B(O)O)[CH:31]=1, predict the reaction product. The product is: [CH3:1][CH:2]([S:26]([NH2:29])(=[O:28])=[O:27])[CH2:3][CH2:4][CH2:5][CH2:6][N:7]1[C:19]2[C:18]3[CH:17]=[CH:16][C:15]([C:32]4[CH:31]=[N:30][CH:35]=[CH:34][CH:33]=4)=[CH:14][C:13]=3[N:12]=[C:11]([NH2:21])[C:10]=2[N:9]=[C:8]1[CH2:22][O:23][CH2:24][CH3:25]. (7) Given the reactants [F:1][C:2]1[CH:3]=[C:4]([C:10]2[CH:11]=[C:12]([C:17]([O:19][CH3:20])=[O:18])[C:13](=[O:16])[NH:14][N:15]=2)[CH:5]=[CH:6][C:7]=1[O:8][CH3:9].S([O-])(=O)(=O)C.[F:26][C:27]1[CH:32]=[CH:31][C:30]([CH2:33][CH2:34][CH2:35]O)=[CH:29][CH:28]=1, predict the reaction product. The product is: [F:1][C:2]1[CH:3]=[C:4]([C:10]2[CH:11]=[C:12]([C:17]([O:19][CH3:20])=[O:18])[C:13](=[O:16])[N:14]([CH2:35][CH2:34][CH2:33][C:30]3[CH:31]=[CH:32][C:27]([F:26])=[CH:28][CH:29]=3)[N:15]=2)[CH:5]=[CH:6][C:7]=1[O:8][CH3:9].